Predict the reactants needed to synthesize the given product. From a dataset of Full USPTO retrosynthesis dataset with 1.9M reactions from patents (1976-2016). Given the product [NH2:14][C:12]1[CH:11]=[CH:10][C:5]([C:6]([OH:8])=[O:7])=[C:4]([O:3][CH2:1][CH3:2])[CH:13]=1, predict the reactants needed to synthesize it. The reactants are: [CH2:1]([O:3][C:4]1[CH:13]=[C:12]([N+:14]([O-])=O)[CH:11]=[CH:10][C:5]=1[C:6]([O:8]C)=[O:7])[CH3:2].O.